This data is from NCI-60 drug combinations with 297,098 pairs across 59 cell lines. The task is: Regression. Given two drug SMILES strings and cell line genomic features, predict the synergy score measuring deviation from expected non-interaction effect. Drug 1: C1C(C(OC1N2C=NC3=C(N=C(N=C32)Cl)N)CO)O. Drug 2: C1C(C(OC1N2C=NC3=C2NC=NCC3O)CO)O. Cell line: A549. Synergy scores: CSS=35.5, Synergy_ZIP=-0.0834, Synergy_Bliss=-2.11, Synergy_Loewe=-16.5, Synergy_HSA=-1.35.